Dataset: Reaction yield outcomes from USPTO patents with 853,638 reactions. Task: Predict the reaction yield, written as a fraction of the theoretical maximum amount of product (1.0 means a 100% yield; for example, 0.34 means a 34% yield). (1) The reactants are C(O[C:6]([NH:8][C@@H:9]([CH2:26][C:27]#[N:28])[C:10]([NH:12][C:13]1[CH:25]=[CH:24][C:16]([C:17]([O:19]C(C)(C)C)=[O:18])=[CH:15][CH:14]=1)=[O:11])=[O:7])(C)(C)C.C(N(CC)CC)C.[N+:36]([C:39]1[CH:54]=[CH:53][C:42](C(ON2C(=O)CCC2=O)=O)=[CH:41][CH:40]=1)([O-:38])=[O:37].CCOC(C)=O. The catalyst is Cl.O1CCOCC1. The product is [C:27]([CH2:26][C@H:9]([NH:8][C:6](=[O:7])[C:42]1[CH:53]=[CH:54][C:39]([N+:36]([O-:38])=[O:37])=[CH:40][CH:41]=1)[C:10]([NH:12][C:13]1[CH:14]=[CH:15][C:16]([C:17]([OH:19])=[O:18])=[CH:24][CH:25]=1)=[O:11])#[N:28]. The yield is 0.390. (2) The reactants are [C:1]([C:4]1[C:9]([N+:10]([O-:12])=[O:11])=[CH:8][CH:7]=[C:6]([Cl:13])[C:5]=1[S:14]([NH2:17])(=[O:16])=[O:15])(=[O:3])[CH3:2].C(=O)([O-])[O-].[K+].[K+].[CH2:24](Br)[CH:25]=[CH2:26].Cl. The catalyst is CN(C)C=O. The product is [CH2:26]([NH:17][S:14]([C:5]1[C:6]([Cl:13])=[CH:7][CH:8]=[C:9]([N+:10]([O-:12])=[O:11])[C:4]=1[C:1](=[O:3])[CH3:2])(=[O:15])=[O:16])[CH:25]=[CH2:24]. The yield is 0.120. (3) The reactants are C(C1C=CC(C(NC2C=CC(C3C=C4C(CN([C@@H](C(C)C)C(O)=O)C4=O)=CC=3)=NC=2)=O)=CC=1)(C)(C)C.[CH2:37]([O:41][C:42]1[CH:74]=[CH:73][C:45]([C:46]([NH:48][C:49]2[CH:50]=[CH:51][C:52]([C:55]3[CH:63]=[C:62]4[C:58]([CH2:59][N:60]([C@@H:65]([CH:70]([CH3:72])[CH3:71])[C:66]([O:68]C)=[O:67])[C:61]4=[O:64])=[CH:57][CH:56]=3)=[N:53][CH:54]=2)=[O:47])=[CH:44][CH:43]=1)[CH2:38][CH2:39][CH3:40]. No catalyst specified. The product is [CH2:37]([O:41][C:42]1[CH:74]=[CH:73][C:45]([C:46]([NH:48][C:49]2[CH:50]=[CH:51][C:52]([C:55]3[CH:63]=[C:62]4[C:58]([CH2:59][N:60]([C@@H:65]([CH:70]([CH3:71])[CH3:72])[C:66]([OH:68])=[O:67])[C:61]4=[O:64])=[CH:57][CH:56]=3)=[N:53][CH:54]=2)=[O:47])=[CH:44][CH:43]=1)[CH2:38][CH2:39][CH3:40]. The yield is 0.780. (4) The reactants are C[Si](C)(C)Cl.[C:6]([N:9]([CH3:37])[C:10]1[CH:36]=[CH:35][C:13]([O:14][CH2:15][C:16]2[C:21]([C:22]([O:24][C:25]([CH3:28])([CH3:27])[CH3:26])=[O:23])=[C:20]([O:29]COC)[C:19]([CH2:33][CH3:34])=[CH:18][CH:17]=2)=[CH:12][CH:11]=1)(=[O:8])[CH3:7].O. The catalyst is [Br-].C([N+](CCCC)(CCCC)CCCC)CCC.C(Cl)Cl. The product is [C:6]([N:9]([CH3:37])[C:10]1[CH:36]=[CH:35][C:13]([O:14][CH2:15][C:16]2[C:21]([C:22]([O:24][C:25]([CH3:28])([CH3:27])[CH3:26])=[O:23])=[C:20]([OH:29])[C:19]([CH2:33][CH3:34])=[CH:18][CH:17]=2)=[CH:12][CH:11]=1)(=[O:8])[CH3:7]. The yield is 0.810. (5) The reactants are [H-].[Na+].[NH2:3][C:4]1[N:5]=[N:6][CH:7]=[CH:8][CH:9]=1.[N+](C1C=CC([O:19][C:20]([N:22]2[CH2:25][CH:24]([O:26][C:27]3[CH:32]=[CH:31][C:30]([I:33])=[CH:29][N:28]=3)[CH2:23]2)=O)=CC=1)([O-])=O.C(=O)(O)[O-].[Na+]. The catalyst is CN(C=O)C. The product is [N:6]1[CH:7]=[CH:8][CH:9]=[C:4]([NH:3][C:20]([N:22]2[CH2:23][CH:24]([O:26][C:27]3[CH:32]=[CH:31][C:30]([I:33])=[CH:29][N:28]=3)[CH2:25]2)=[O:19])[N:5]=1. The yield is 0.720. (6) The reactants are [Cl:1][C:2]1[CH:28]=[C:27]([Cl:29])[CH:26]=[CH:25][C:3]=1[C:4]([C:6]1[O:7][C:8]2[CH:17]=[C:16]([C:18]3[CH:19]=[C:20]([CH3:24])[CH:21]=[CH:22][CH:23]=3)[CH:15]=[CH:14][C:9]=2[C:10]=1[C:11](O)=[O:12])=[O:5].C(Cl)CCl.C1C=CC2N(O)N=[N:40]C=2C=1.[NH4+].[OH-]. The catalyst is C1COCC1.CCOC(C)=O. The product is [Cl:1][C:2]1[CH:28]=[C:27]([Cl:29])[CH:26]=[CH:25][C:3]=1[C:4]([C:6]1[O:7][C:8]2[CH:17]=[C:16]([C:18]3[CH:19]=[C:20]([CH3:24])[CH:21]=[CH:22][CH:23]=3)[CH:15]=[CH:14][C:9]=2[C:10]=1[C:11]([NH2:40])=[O:12])=[O:5]. The yield is 0.780.